From a dataset of Reaction yield outcomes from USPTO patents with 853,638 reactions. Predict the reaction yield, written as a fraction of the theoretical maximum amount of product (1.0 means a 100% yield; for example, 0.34 means a 34% yield). (1) The reactants are [F:1][C:2]1[CH:7]=[CH:6][C:5]([C:8]2[C:16]3[C:11](=[CH:12][CH:13]=[C:14]([C:17]4[NH:18][C:19]([C:22]5[CH:27]=[CH:26][C:25]([O:28]C)=[CH:24][CH:23]=5)=[N:20][N:21]=4)[CH:15]=3)[NH:10][N:9]=2)=[CH:4][CH:3]=1.B(Br)(Br)Br. The catalyst is ClCCl. The product is [F:1][C:2]1[CH:7]=[CH:6][C:5]([C:8]2[C:16]3[C:11](=[CH:12][CH:13]=[C:14]([C:17]4[NH:18][C:19]([C:22]5[CH:27]=[CH:26][C:25]([OH:28])=[CH:24][CH:23]=5)=[N:20][N:21]=4)[CH:15]=3)[NH:10][N:9]=2)=[CH:4][CH:3]=1. The yield is 0.187. (2) The reactants are C(N(CC)CC)C.[C:8]1([N:14]2[CH2:19][CH2:18][NH:17][CH2:16][CH2:15]2)[CH:13]=[CH:12][CH:11]=[CH:10][CH:9]=1.[CH3:20][O:21][C:22]1[CH:23]=[C:24]([C:30]2[O:31][C:32]3[CH:40]=[CH:39][C:38]([CH2:41][C:42](O)=[O:43])=[CH:37][C:33]=3[C:34]=2[S:35][CH3:36])[CH:25]=[CH:26][C:27]=1[O:28][CH3:29]. The catalyst is ClCCl. The product is [CH3:20][O:21][C:22]1[CH:23]=[C:24]([C:30]2[O:31][C:32]3[CH:40]=[CH:39][C:38]([CH2:41][C:42]([N:17]4[CH2:18][CH2:19][N:14]([C:8]5[CH:13]=[CH:12][CH:11]=[CH:10][CH:9]=5)[CH2:15][CH2:16]4)=[O:43])=[CH:37][C:33]=3[C:34]=2[S:35][CH3:36])[CH:25]=[CH:26][C:27]=1[O:28][CH3:29]. The yield is 0.957. (3) The reactants are [CH3:1][C:2]([C:11]1[CH:16]=[CH:15][CH:14]=[CH:13][CH:12]=1)([C:5]1[CH:10]=[CH:9][CH:8]=[CH:7][CH:6]=1)[C:3]#[CH:4].[Li]CCCC.CCCCCC.[N:28]12[CH2:35][CH2:34][CH:31]([CH2:32][CH2:33]1)[CH2:30][C:29]2=O.C1C[O:40]CC1. The catalyst is CCOCC. The product is [C:11]1([C:2]([C:5]2[CH:6]=[CH:7][CH:8]=[CH:9][CH:10]=2)([CH3:1])[C:3]#[C:4][C:30]2([OH:40])[CH:31]3[CH2:34][CH2:35][N:28]([CH2:33][CH2:32]3)[CH2:29]2)[CH:16]=[CH:15][CH:14]=[CH:13][CH:12]=1. The yield is 0.610. (4) The reactants are [CH3:1][C:2]1[CH:3]=[C:4]([C:8]2[C:16]3[O:15][CH:14]([CH2:17][NH2:18])[CH2:13][C:12]=3[CH:11]=[CH:10][CH:9]=2)[CH:5]=[CH:6][CH:7]=1.C(N(C(C)C)CC)(C)C.Cl[C:29]([O:31][CH2:32][C:33]1[CH:38]=[CH:37][CH:36]=[CH:35][CH:34]=1)=[O:30]. No catalyst specified. The product is [CH2:32]([O:31][C:29](=[O:30])[NH:18][CH2:17][CH:14]1[CH2:13][C:12]2[CH:11]=[CH:10][CH:9]=[C:8]([C:4]3[CH:5]=[CH:6][CH:7]=[C:2]([CH3:1])[CH:3]=3)[C:16]=2[O:15]1)[C:33]1[CH:38]=[CH:37][CH:36]=[CH:35][CH:34]=1. The yield is 0.580. (5) The reactants are [O:1]1[CH:6]=[CH:5][CH2:4][CH2:3][CH2:2]1.[Br:7][CH2:8][CH2:9][CH2:10][CH2:11][CH2:12][CH2:13][CH2:14][OH:15].CC1C=CC(S(O)(=O)=O)=CC=1. The catalyst is C(Cl)Cl. The product is [Br:7][CH2:8][CH2:9][CH2:10][CH2:11][CH2:12][CH2:13][CH2:14][O:15][CH:6]1[CH2:5][CH2:4][CH2:3][CH2:2][O:1]1. The yield is 0.920. (6) The reactants are O[C:2]1([C:12]2[CH:17]=[CH:16][CH:15]=[CH:14][CH:13]=2)[C:10]2[C:5](=[CH:6][CH:7]=[CH:8][CH:9]=2)[NH:4][C:3]1=[O:11].[C:18]([C:22]1[CH:27]=[CH:26][C:25]([S:28]([NH:31][C:32]2[CH:37]=[CH:36][C:35]([CH3:38])=[C:34]([OH:39])[CH:33]=2)(=[O:30])=[O:29])=[CH:24][CH:23]=1)([CH3:21])([CH3:20])[CH3:19].C1(C)C=CC(S(O)(=O)=O)=CC=1. The catalyst is ClC(Cl)C. The product is [C:18]([C:22]1[CH:27]=[CH:26][C:25]([S:28]([NH:31][C:32]2[CH:33]=[C:34]([OH:39])[C:35]([CH3:38])=[CH:36][C:37]=2[C:2]2([C:12]3[CH:17]=[CH:16][CH:15]=[CH:14][CH:13]=3)[C:10]3[C:5](=[CH:6][CH:7]=[CH:8][CH:9]=3)[NH:4][C:3]2=[O:11])(=[O:30])=[O:29])=[CH:24][CH:23]=1)([CH3:21])([CH3:20])[CH3:19]. The yield is 0.880. (7) The reactants are C[O:2][C:3](=[O:37])[CH2:4][C@H:5]1[CH2:10][C@@H:9](/[CH:11]=[CH:12]/[C:13]2[C:14]([C:28]3[CH:33]=[CH:32][C:31]([F:34])=[CH:30][CH:29]=3)=[N:15][C:16]([N:22]([CH3:27])[S:23]([CH3:26])(=[O:25])=[O:24])=[N:17][C:18]=2[CH:19]([CH3:21])[CH3:20])[O:8]C(C)(C)[O:6]1.Cl.[OH-].[Na+].[Na+].[Cl-]. The catalyst is C(#N)C. The product is [CH3:21][CH:19]([C:18]1[N:17]=[C:16]([N:22]([S:23]([CH3:26])(=[O:24])=[O:25])[CH3:27])[N:15]=[C:14]([C:28]2[CH:29]=[CH:30][C:31]([F:34])=[CH:32][CH:33]=2)[C:13]=1/[CH:12]=[CH:11]/[C@@H:9]([OH:8])[CH2:10][C@@H:5]([OH:6])[CH2:4][C:3]([OH:37])=[O:2])[CH3:20]. The yield is 0.840.